Dataset: Reaction yield outcomes from USPTO patents with 853,638 reactions. Task: Predict the reaction yield, written as a fraction of the theoretical maximum amount of product (1.0 means a 100% yield; for example, 0.34 means a 34% yield). (1) The reactants are [Cl:1][C:2]1[CH:7]=[CH:6][C:5]([N:8]2[C:12]([CH3:13])=[C:11]([C:14]([NH:16][CH2:17][C:18]([CH:20]3[CH2:25][CH2:24][CH2:23][CH2:22][CH2:21]3)=O)=O)[N:10]=[C:9]2[C:26]2[CH:31]=[CH:30][C:29]([Cl:32])=[CH:28][C:27]=2[Cl:33])=[CH:4][CH:3]=1.COC1C=CC(P2(SP(C3C=CC(OC)=CC=3)(=S)S2)=[S:43])=CC=1. The catalyst is C1COCC1. The product is [Cl:1][C:2]1[CH:7]=[CH:6][C:5]([N:8]2[C:12]([CH3:13])=[C:11]([C:14]3[S:43][C:18]([CH:20]4[CH2:25][CH2:24][CH2:23][CH2:22][CH2:21]4)=[CH:17][N:16]=3)[N:10]=[C:9]2[C:26]2[CH:31]=[CH:30][C:29]([Cl:32])=[CH:28][C:27]=2[Cl:33])=[CH:4][CH:3]=1. The yield is 0.320. (2) The reactants are F[C:2]1[C:7]([N:8]2[CH:12]=[CH:11][CH:10]=[CH:9]2)=[C:6]([CH3:13])[CH:5]=[CH:4][N:3]=1.[NH3:14]. No catalyst specified. The product is [CH3:13][C:6]1[CH:5]=[CH:4][N:3]=[C:2]([NH2:14])[C:7]=1[N:8]1[CH:12]=[CH:11][CH:10]=[CH:9]1. The yield is 0.760.